Regression. Given two drug SMILES strings and cell line genomic features, predict the synergy score measuring deviation from expected non-interaction effect. From a dataset of NCI-60 drug combinations with 297,098 pairs across 59 cell lines. Drug 1: CCCCCOC(=O)NC1=NC(=O)N(C=C1F)C2C(C(C(O2)C)O)O. Drug 2: C1C(C(OC1N2C=NC3=C2NC=NCC3O)CO)O. Cell line: SF-539. Synergy scores: CSS=-2.00, Synergy_ZIP=6.66, Synergy_Bliss=13.2, Synergy_Loewe=3.52, Synergy_HSA=2.68.